This data is from Reaction yield outcomes from USPTO patents with 853,638 reactions. The task is: Predict the reaction yield, written as a fraction of the theoretical maximum amount of product (1.0 means a 100% yield; for example, 0.34 means a 34% yield). The yield is 0.660. The catalyst is CN(C=O)C.CO.O. The reactants are [C:1]([C:3]1[CH:8]=[CH:7][C:6]([C:9]2[CH:10]=[N:11][N:12]([C:15]3[CH:23]=[CH:22][C:18]([C:19]([OH:21])=O)=[CH:17][N:16]=3)[C:13]=2[OH:14])=[C:5]([CH3:24])[CH:4]=1)#[N:2].C1C=C2N=NN(O)C2=CC=1.O.Cl.[CH2:37]([N:39]=[C:40]=NCCCN(C)C)C.C(N(CC)CC)C.Cl.CNC.Cl. The product is [C:1]([C:3]1[CH:8]=[CH:7][C:6]([C:9]2[CH:10]=[N:11][N:12]([C:15]3[CH:23]=[CH:22][C:18]([C:19]([N:39]([CH3:40])[CH3:37])=[O:21])=[CH:17][N:16]=3)[C:13]=2[OH:14])=[C:5]([CH3:24])[CH:4]=1)#[N:2].